Predict which catalyst facilitates the given reaction. From a dataset of Catalyst prediction with 721,799 reactions and 888 catalyst types from USPTO. (1) Reactant: [Cl:1][C:2]1[N:7]=[N:6][C:5]([NH:8][NH2:9])=[CH:4][CH:3]=1.ON1C2N=CC=CC=2N=N1.C(Cl)CCl.[CH3:24][O:25][C:26]1[CH:35]=[C:34]2[C:29]([C:30]([O:36][CH2:37][C:38](O)=[O:39])=[CH:31][CH:32]=[N:33]2)=[CH:28][CH:27]=1.C(N(C(C)C)CC)(C)C. Product: [Cl:1][C:2]1[N:7]=[N:6][C:5]([NH:8][NH:9][C:38](=[O:39])[CH2:37][O:36][C:30]2[C:29]3[C:34](=[CH:35][C:26]([O:25][CH3:24])=[CH:27][CH:28]=3)[N:33]=[CH:32][CH:31]=2)=[CH:4][CH:3]=1. The catalyst class is: 3. (2) Reactant: [N:1]1[C:10]2[C:5](=[CH:6][CH:7]=[CH:8][CH:9]=2)[CH:4]=[CH:3][C:2]=1[CH2:11][O:12][C:13]1[CH:14]=[C:15]([CH:27]=[CH:28][CH:29]=1)[C:16]([CH2:18][C:19]1[CH:26]=[CH:25][C:22]([C:23]#[N:24])=[CH:21][CH:20]=1)=[O:17].[N-:30]=[N+:31]=[N-:32].[Na+].Cl.[NH+]1C=CC=CC=1.O. Product: [N:1]1[C:10]2[C:5](=[CH:6][CH:7]=[CH:8][CH:9]=2)[CH:4]=[CH:3][C:2]=1[CH2:11][O:12][C:13]1[CH:14]=[C:15]([CH:27]=[CH:28][CH:29]=1)[C:16]([CH2:18][C:19]1[CH:20]=[CH:21][C:22]([C:23]2[NH:32][N:31]=[N:30][N:24]=2)=[CH:25][CH:26]=1)=[O:17]. The catalyst class is: 3. (3) Reactant: [Cl:1][C:2]1[C:3]2[N:17]([CH3:18])[N:16]=[C:15]([CH2:19][CH2:20][CH3:21])[C:4]=2[N:5]=[C:6]([C:8]2[CH:13]=[CH:12][C:11]([F:14])=[CH:10][CH:9]=2)[N:7]=1.[F:22][C:23]1[CH:24]=[C:25]([CH:27]=[CH:28][C:29]=1[O:30][CH3:31])[NH2:26]. Product: [ClH:1].[F:22][C:23]1[CH:24]=[C:25]([NH:26][C:2]2[C:3]3[N:17]([CH3:18])[N:16]=[C:15]([CH2:19][CH2:20][CH3:21])[C:4]=3[N:5]=[C:6]([C:8]3[CH:13]=[CH:12][C:11]([F:14])=[CH:10][CH:9]=3)[N:7]=2)[CH:27]=[CH:28][C:29]=1[O:30][CH3:31]. The catalyst class is: 32. (4) Reactant: [CH2:1]([O:8][C:9](=[O:17])[CH2:10][CH2:11][C@@H:12]([C:14]([OH:16])=[O:15])[NH2:13])[C:2]1[CH:7]=[CH:6][CH:5]=[CH:4][CH:3]=1.C([O:20][C:21](=O)[C:22]([F:25])([F:24])[F:23])C. Product: [CH2:1]([O:8][C:9](=[O:17])[CH2:10][CH2:11][C@@H:12]([C:14]([OH:16])=[O:15])[NH:13][C:21](=[O:20])[C:22]([F:25])([F:24])[F:23])[C:2]1[CH:3]=[CH:4][CH:5]=[CH:6][CH:7]=1. The catalyst class is: 8. (5) Reactant: C[O:2][C:3]([C@H:5]1[CH2:10][CH2:9][C@:8]([OH:31])([C:11]2[S:12][C:13]([C:16]3[CH:21]=[C:20]([NH:22][C:23]4[N:28]=[C:27]([CH3:29])[CH:26]=[CH:25][N:24]=4)[CH:19]=[C:18]([CH3:30])[CH:17]=3)=[CH:14][N:15]=2)[CH2:7][C:6]1([CH3:33])[CH3:32])=[O:4].[OH-].[Na+].Cl. Product: [OH:31][C@:8]1([C:11]2[S:12][C:13]([C:16]3[CH:21]=[C:20]([NH:22][C:23]4[N:28]=[C:27]([CH3:29])[CH:26]=[CH:25][N:24]=4)[CH:19]=[C:18]([CH3:30])[CH:17]=3)=[CH:14][N:15]=2)[CH2:9][CH2:10][C@H:5]([C:3]([OH:4])=[O:2])[C:6]([CH3:33])([CH3:32])[CH2:7]1. The catalyst class is: 5. (6) Reactant: [C:1]([CH2:3][C:4]([NH2:6])=[O:5])#[N:2].CC[O-].[Na+].[CH2:11]([O:13][C:14](=[O:29])[C:15](=[CH:25]N(C)C)[C:16](=O)[C:17]([F:23])([F:22])[C:18]([F:21])([F:20])[F:19])[CH3:12].CC(O)=O. Product: [C:1]([C:3]1[C:4](=[O:5])[NH:6][C:16]([C:17]([F:22])([F:23])[C:18]([F:19])([F:20])[F:21])=[C:15]([C:14]([O:13][CH2:11][CH3:12])=[O:29])[CH:25]=1)#[N:2]. The catalyst class is: 14. (7) Reactant: [C:1]([O:5][C:6]([N:8]([C@H:16]1[CH2:24][O:23][CH2:22][C@H:21]([O:25][CH2:26][CH:27]=[CH2:28])[C@@H:20]([O:29][CH2:30][CH:31]=[CH2:32])[C@H:19]([CH3:33])[O:18][C:17]1=[O:34])[C:9](=[O:15])[O:10][C:11]([CH3:14])([CH3:13])[CH3:12])=[O:7])([CH3:4])([CH3:3])[CH3:2]. Product: [C:1]([O:5][C:6]([N:8]([C@H:16]1[CH2:24][O:23][CH2:22][C@H:21]([O:25][CH2:26][CH2:27][CH3:28])[C@@H:20]([O:29][CH2:30][CH2:31][CH3:32])[C@H:19]([CH3:33])[O:18][C:17]1=[O:34])[C:9](=[O:15])[O:10][C:11]([CH3:13])([CH3:14])[CH3:12])=[O:7])([CH3:2])([CH3:3])[CH3:4]. The catalyst class is: 99.